From a dataset of Catalyst prediction with 721,799 reactions and 888 catalyst types from USPTO. Predict which catalyst facilitates the given reaction. (1) The catalyst class is: 528. Product: [CH3:13][O:12][C:9]1[CH:8]=[C:7]([O:14][CH3:15])[C:6]([N:1]2[CH2:2][CH2:3][CH2:4][CH2:5]2)=[CH:11][C:10]=1[CH:16]=[O:17]. Reactant: [N:1]1([C:6]2[CH:11]=[CH:10][C:9]([O:12][CH3:13])=[CH:8][C:7]=2[O:14][CH3:15])[CH2:5][CH2:4][CH2:3][CH2:2]1.[CH3:16][O:17]C(Cl)Cl.[OH-].[Na+].C(OCC)(=O)C. (2) Reactant: [C:1]([O:5]CCCC)(=[O:4])[CH:2]=[CH2:3].[C:10]([O:14][CH2:15][CH2:16][CH2:17][CH2:18][OH:19])(=[O:13])[CH:11]=[CH2:12]. Product: [C:1]([O-:5])(=[O:4])[CH:2]=[CH2:3].[C:10]([O:14][CH2:15][CH2:16][CH2:17][CH3:18])(=[O:13])[CH:11]=[CH2:12].[C:10]([O:14][CH2:15][CH2:16][CH2:17][CH2:18][OH:19])(=[O:13])[CH:11]=[CH2:12]. The catalyst class is: 13. (3) Reactant: [C:1]([O:6][CH:7]([O:9][C:10]([O:12][CH:13]1[CH2:18][C:17](=[O:19])[NH:16][C:14]1=[O:15])=[O:11])[CH3:8])(=[O:5])[CH:2]([CH3:4])[CH3:3].ON1C(=O)CCC1=O.[Cl:28][C:29]1[CH:34]=[CH:33][CH:32]=[C:31]([C:35]([O:37]O)=[O:36])[CH:30]=1. Product: [C:1]([O:6][CH:7]([O:9][C:10]([O:12][CH:13]1[CH2:18][C:17](=[O:19])[NH:16][C:14]1=[O:15])=[O:11])[CH3:8])(=[O:5])[CH:2]([CH3:4])[CH3:3].[Cl:28][C:29]1[CH:30]=[C:31]([CH:32]=[CH:33][CH:34]=1)[C:35]([OH:37])=[O:36]. The catalyst class is: 158.